This data is from Full USPTO retrosynthesis dataset with 1.9M reactions from patents (1976-2016). The task is: Predict the reactants needed to synthesize the given product. (1) Given the product [Br:1][C:2]1[CH:3]=[CH:4][CH:5]=[C:6]2[C:11]=1[N:10]=[C:9]([Cl:24])[CH:8]=[C:7]2[NH:13][C:14]1[CH:19]=[CH:18][C:17]([Cl:20])=[C:16]([Cl:21])[CH:15]=1, predict the reactants needed to synthesize it. The reactants are: [Br:1][C:2]1[CH:3]=[CH:4][CH:5]=[C:6]2[C:11]=1[N:10]=[C:9](O)[CH:8]=[C:7]2[NH:13][C:14]1[CH:19]=[CH:18][C:17]([Cl:20])=[C:16]([Cl:21])[CH:15]=1.O=P(Cl)(Cl)[Cl:24]. (2) Given the product [Cl:18][C:5]1[N:4]=[N:3][C:2]([NH:19][C:20]2[CH:30]=[CH:29][C:23]([C:24]([N:26]([CH3:28])[CH3:27])=[O:25])=[CH:22][CH:21]=2)=[N:7][C:6]=1[NH:8][CH2:9][C:10]1[CH:15]=[CH:14][CH:13]=[C:12]([F:16])[C:11]=1[F:17], predict the reactants needed to synthesize it. The reactants are: Cl[C:2]1[N:3]=[N:4][C:5]([Cl:18])=[C:6]([NH:8][CH2:9][C:10]2[CH:15]=[CH:14][CH:13]=[C:12]([F:16])[C:11]=2[F:17])[N:7]=1.[NH2:19][C:20]1[CH:30]=[CH:29][C:23]([C:24]([N:26]([CH3:28])[CH3:27])=[O:25])=[CH:22][CH:21]=1.CC1C=CC(S(O)(=O)=O)=CC=1. (3) Given the product [CH3:35][N:9]([CH3:8])[S:10]([N:13]1[C:21]2[CH:20]=[CH:19][C:18]([C:22]([N:24]3[CH2:29][CH2:28][CH:27]([CH3:30])[CH2:26][CH2:25]3)=[O:23])=[CH:17][C:16]=2[C:15]2[CH2:31][N:32]([CH2:39][CH2:38][C:37]([F:42])([F:41])[F:36])[CH2:33][CH2:34][C:14]1=2)(=[O:11])=[O:12], predict the reactants needed to synthesize it. The reactants are: OC(C(F)(F)F)=O.[CH3:8][N:9]([CH3:35])[S:10]([N:13]1[C:21]2[CH:20]=[CH:19][C:18]([C:22]([N:24]3[CH2:29][CH2:28][CH:27]([CH3:30])[CH2:26][CH2:25]3)=[O:23])=[CH:17][C:16]=2[C:15]2[CH2:31][NH:32][CH2:33][CH2:34][C:14]1=2)(=[O:12])=[O:11].[F:36][C:37]([F:42])([F:41])[CH2:38][CH:39]=O. (4) Given the product [Cl:49][C:36]1[CH:35]=[CH:34][C:33]([CH2:32][NH:31][C:12]([C:8]2[NH:9][C:10]3[C:6]([CH:7]=2)=[CH:5][CH:4]=[C:3]([O:2][CH3:1])[CH:11]=3)=[O:14])=[CH:38][C:37]=1[O:39][C:40]1[CH:41]=[C:42]([C:43]#[N:44])[CH:45]=[C:46]([Cl:48])[CH:47]=1, predict the reactants needed to synthesize it. The reactants are: [CH3:1][O:2][C:3]1[CH:11]=[C:10]2[C:6]([CH:7]=[C:8]([C:12]([O:14]C)=O)[NH:9]2)=[CH:5][CH:4]=1.[OH-].[Li+].C(O)(=O)CC(CC(O)=O)(C(O)=O)O.[NH2:31][CH2:32][C:33]1[CH:34]=[CH:35][C:36]([Cl:49])=[C:37]([O:39][C:40]2[CH:41]=[C:42]([CH:45]=[C:46]([Cl:48])[CH:47]=2)[C:43]#[N:44])[CH:38]=1.CCN(C(C)C)C(C)C. (5) Given the product [CH2:39]([O:41][C:42]([C:44]1[S:48][C:47]([N:49]2[C:53]3[CH:54]=[C:55]([CH:58]=[CH:12][CH2:11][CH2:10][O:9][CH2:2][C:3]4[CH:4]=[CH:5][CH:6]=[CH:7][CH:8]=4)[CH:56]=[CH:57][C:52]=3[N:51]=[CH:50]2)=[N:46][C:45]=1[C:60]1[CH:65]=[CH:64][CH:63]=[C:62]([Cl:66])[CH:61]=1)=[O:43])[CH3:40], predict the reactants needed to synthesize it. The reactants are: [Br-].[CH2:2]([O:9][CH2:10][CH2:11][CH2:12][P+](C1C=CC=CC=1)(C1C=CC=CC=1)C1C=CC=CC=1)[C:3]1[CH:8]=[CH:7][CH:6]=[CH:5][CH:4]=1.C1([Li])C=CC=CC=1.[CH2:39]([O:41][C:42]([C:44]1[S:48][C:47]([N:49]2[C:53]3[CH:54]=[C:55]([CH:58]=O)[CH:56]=[CH:57][C:52]=3[N:51]=[CH:50]2)=[N:46][C:45]=1[C:60]1[CH:65]=[CH:64][CH:63]=[C:62]([Cl:66])[CH:61]=1)=[O:43])[CH3:40]. (6) Given the product [NH2:24][C:25]1[NH:1][C:2]2[CH:3]=[C:4]([O:5][C:6]3[CH:7]=[C:8]([NH:12][C:13](=[O:19])[O:14][C:15]([CH3:18])([CH3:17])[CH3:16])[CH:9]=[CH:10][CH:11]=3)[CH:20]=[CH:21][C:22]=2[N:23]=1, predict the reactants needed to synthesize it. The reactants are: [NH2:1][C:2]1[CH:3]=[C:4]([CH:20]=[CH:21][C:22]=1[NH2:23])[O:5][C:6]1[CH:7]=[C:8]([NH:12][C:13](=[O:19])[O:14][C:15]([CH3:18])([CH3:17])[CH3:16])[CH:9]=[CH:10][CH:11]=1.[N:24]#[C:25]Br. (7) The reactants are: [CH3:1][C@@H:2]1[CH2:6][N:5](CC2C=NC(C)=NC=2)[CH2:4][C@H:3]1[C:15]1[NH:16][C:17](=[O:30])[C:18]2[CH:23]=[N:22][N:21]([CH:24]3[CH2:29][CH2:28][O:27][CH2:26][CH2:25]3)[C:19]=2[N:20]=1.C([BH3-])#N.[Na+].[F:35][C:36]1[CH:43]=[C:42]([F:44])[CH:41]=[CH:40][C:37]=1[CH:38]=O. Given the product [F:35][C:36]1[CH:43]=[C:42]([F:44])[CH:41]=[CH:40][C:37]=1[CH2:38][N:5]1[CH2:6][C@@H:2]([CH3:1])[C@H:3]([C:15]2[NH:16][C:17](=[O:30])[C:18]3[CH:23]=[N:22][N:21]([CH:24]4[CH2:29][CH2:28][O:27][CH2:26][CH2:25]4)[C:19]=3[N:20]=2)[CH2:4]1, predict the reactants needed to synthesize it.